Dataset: Full USPTO retrosynthesis dataset with 1.9M reactions from patents (1976-2016). Task: Predict the reactants needed to synthesize the given product. The reactants are: [C:1]([O:5][C:6]([N:8]1[CH:12]=[CH:11][CH:10]=[C:9]1[C@@H:13]([OH:41])[C@@H:14]([N:24]([CH2:33][C:34]1[CH:39]=[CH:38][CH:37]=[CH:36][C:35]=1[CH3:40])[CH2:25][C:26]1[CH:31]=[CH:30][CH:29]=[CH:28][C:27]=1[CH3:32])[CH2:15][C:16]1[CH:21]=[C:20]([F:22])[CH:19]=[C:18]([F:23])[CH:17]=1)=[O:7])([CH3:4])([CH3:3])[CH3:2].[H][H]. Given the product [C:1]([O:5][C:6]([N:8]1[CH2:12][CH2:11][CH2:10][C@@H:9]1[C@@H:13]([OH:41])[C@@H:14]([N:24]([CH2:33][C:34]1[CH:39]=[CH:38][CH:37]=[CH:36][C:35]=1[CH3:40])[CH2:25][C:26]1[CH:31]=[CH:30][CH:29]=[CH:28][C:27]=1[CH3:32])[CH2:15][C:16]1[CH:21]=[C:20]([F:22])[CH:19]=[C:18]([F:23])[CH:17]=1)=[O:7])([CH3:4])([CH3:3])[CH3:2], predict the reactants needed to synthesize it.